Dataset: Forward reaction prediction with 1.9M reactions from USPTO patents (1976-2016). Task: Predict the product of the given reaction. (1) Given the reactants [CH3:1][O:2][CH2:3][C@H:4]1[C:13]2[C:8](=[C:9]([CH3:14])[CH:10]=[CH:11][CH:12]=2)[CH2:7][CH2:6][N:5]1[S@@](C1C=CC(C)=CC=1)=O.Cl.O.C(=O)([O-])[O-].[Na+].[Na+], predict the reaction product. The product is: [CH3:1][O:2][CH2:3][C@H:4]1[C:13]2[C:8](=[C:9]([CH3:14])[CH:10]=[CH:11][CH:12]=2)[CH2:7][CH2:6][NH:5]1. (2) Given the reactants [Cl:1][C:2]1[CH:7]=[CH:6][C:5]([C:8]2[CH:13]=[CH:12][C:11]([S:14]([O:17][CH2:18][C:19]([O:21]CC)=[O:20])(=[O:16])=[O:15])=[CH:10][CH:9]=2)=[CH:4][CH:3]=1.[OH-].[Na+], predict the reaction product. The product is: [Cl:1][C:2]1[CH:3]=[CH:4][C:5]([C:8]2[CH:9]=[CH:10][C:11]([S:14]([O:17][CH2:18][C:19]([OH:21])=[O:20])(=[O:16])=[O:15])=[CH:12][CH:13]=2)=[CH:6][CH:7]=1.